From a dataset of NCI-60 drug combinations with 297,098 pairs across 59 cell lines. Regression. Given two drug SMILES strings and cell line genomic features, predict the synergy score measuring deviation from expected non-interaction effect. (1) Drug 1: C1C(C(OC1N2C=NC3=C2NC=NCC3O)CO)O. Drug 2: C(CCl)NC(=O)N(CCCl)N=O. Cell line: K-562. Synergy scores: CSS=27.8, Synergy_ZIP=-10.7, Synergy_Bliss=-16.0, Synergy_Loewe=1.59, Synergy_HSA=-1.71. (2) Drug 1: CCC1=CC2CC(C3=C(CN(C2)C1)C4=CC=CC=C4N3)(C5=C(C=C6C(=C5)C78CCN9C7C(C=CC9)(C(C(C8N6C)(C(=O)OC)O)OC(=O)C)CC)OC)C(=O)OC.C(C(C(=O)O)O)(C(=O)O)O. Drug 2: CS(=O)(=O)CCNCC1=CC=C(O1)C2=CC3=C(C=C2)N=CN=C3NC4=CC(=C(C=C4)OCC5=CC(=CC=C5)F)Cl. Cell line: EKVX. Synergy scores: CSS=37.1, Synergy_ZIP=5.19, Synergy_Bliss=6.64, Synergy_Loewe=-4.17, Synergy_HSA=8.54. (3) Drug 2: C(CCl)NC(=O)N(CCCl)N=O. Synergy scores: CSS=12.2, Synergy_ZIP=-3.20, Synergy_Bliss=-0.886, Synergy_Loewe=-0.477, Synergy_HSA=-1.01. Cell line: HOP-92. Drug 1: CC12CCC(CC1=CCC3C2CCC4(C3CC=C4C5=CN=CC=C5)C)O. (4) Drug 1: C(CC(=O)O)C(=O)CN.Cl. Drug 2: C(CCl)NC(=O)N(CCCl)N=O. Cell line: SF-539. Synergy scores: CSS=14.5, Synergy_ZIP=0.256, Synergy_Bliss=1.56, Synergy_Loewe=1.49, Synergy_HSA=1.90.